This data is from Forward reaction prediction with 1.9M reactions from USPTO patents (1976-2016). The task is: Predict the product of the given reaction. Given the reactants [OH:1][CH:2]1[CH2:7][CH2:6][NH:5][CH2:4][CH2:3]1.C(=O)([O-])[O-].[K+].[K+].CS([C:18]1[N:23]=[CH:22][C:21]([C:24]([F:27])([F:26])[F:25])=[CH:20][N:19]=1)(=O)=O.O, predict the reaction product. The product is: [F:25][C:24]([F:27])([F:26])[C:21]1[CH:20]=[N:19][C:18]([N:5]2[CH2:6][CH2:7][CH:2]([OH:1])[CH2:3][CH2:4]2)=[N:23][CH:22]=1.